Task: Regression. Given two drug SMILES strings and cell line genomic features, predict the synergy score measuring deviation from expected non-interaction effect.. Dataset: NCI-60 drug combinations with 297,098 pairs across 59 cell lines (1) Drug 1: CCC1=CC2CC(C3=C(CN(C2)C1)C4=CC=CC=C4N3)(C5=C(C=C6C(=C5)C78CCN9C7C(C=CC9)(C(C(C8N6C)(C(=O)OC)O)OC(=O)C)CC)OC)C(=O)OC.C(C(C(=O)O)O)(C(=O)O)O. Drug 2: C1CC(=O)NC(=O)C1N2C(=O)C3=CC=CC=C3C2=O. Cell line: A549. Synergy scores: CSS=31.5, Synergy_ZIP=-1.74, Synergy_Bliss=-4.53, Synergy_Loewe=-33.4, Synergy_HSA=-3.20. (2) Drug 1: C1=CC(=CC=C1C#N)C(C2=CC=C(C=C2)C#N)N3C=NC=N3. Drug 2: CC1CCC2CC(C(=CC=CC=CC(CC(C(=O)C(C(C(=CC(C(=O)CC(OC(=O)C3CCCCN3C(=O)C(=O)C1(O2)O)C(C)CC4CCC(C(C4)OC)OCCO)C)C)O)OC)C)C)C)OC. Cell line: U251. Synergy scores: CSS=-11.5, Synergy_ZIP=3.71, Synergy_Bliss=0.341, Synergy_Loewe=-9.62, Synergy_HSA=-7.28. (3) Drug 1: C1CC(=O)NC(=O)C1N2CC3=C(C2=O)C=CC=C3N. Drug 2: COCCOC1=C(C=C2C(=C1)C(=NC=N2)NC3=CC=CC(=C3)C#C)OCCOC.Cl. Cell line: SNB-75. Synergy scores: CSS=14.1, Synergy_ZIP=-2.79, Synergy_Bliss=-0.810, Synergy_Loewe=1.93, Synergy_HSA=2.91. (4) Drug 1: C1=CC(=CC=C1C#N)C(C2=CC=C(C=C2)C#N)N3C=NC=N3. Drug 2: COCCOC1=C(C=C2C(=C1)C(=NC=N2)NC3=CC=CC(=C3)C#C)OCCOC.Cl. Cell line: HS 578T. Synergy scores: CSS=-1.85, Synergy_ZIP=1.32, Synergy_Bliss=-2.08, Synergy_Loewe=-3.20, Synergy_HSA=-5.39. (5) Drug 1: C1=NC(=NC(=O)N1C2C(C(C(O2)CO)O)O)N. Drug 2: CC(C)NC(=O)C1=CC=C(C=C1)CNNC.Cl. Cell line: HOP-92. Synergy scores: CSS=15.2, Synergy_ZIP=-4.92, Synergy_Bliss=-1.50, Synergy_Loewe=-19.0, Synergy_HSA=-0.0280. (6) Drug 1: CC1OCC2C(O1)C(C(C(O2)OC3C4COC(=O)C4C(C5=CC6=C(C=C35)OCO6)C7=CC(=C(C(=C7)OC)O)OC)O)O. Drug 2: CCCCC(=O)OCC(=O)C1(CC(C2=C(C1)C(=C3C(=C2O)C(=O)C4=C(C3=O)C=CC=C4OC)O)OC5CC(C(C(O5)C)O)NC(=O)C(F)(F)F)O. Cell line: COLO 205. Synergy scores: CSS=56.1, Synergy_ZIP=2.44, Synergy_Bliss=4.19, Synergy_Loewe=3.60, Synergy_HSA=4.18. (7) Drug 1: CC1=C2C(C(=O)C3(C(CC4C(C3C(C(C2(C)C)(CC1OC(=O)C(C(C5=CC=CC=C5)NC(=O)C6=CC=CC=C6)O)O)OC(=O)C7=CC=CC=C7)(CO4)OC(=O)C)O)C)OC(=O)C. Drug 2: CC(C)(C1=NC(=CC=C1)N2C3=NC(=NC=C3C(=O)N2CC=C)NC4=CC=C(C=C4)N5CCN(CC5)C)O. Cell line: NCI-H460. Synergy scores: CSS=64.0, Synergy_ZIP=3.70, Synergy_Bliss=0.975, Synergy_Loewe=-1.02, Synergy_HSA=3.28. (8) Drug 1: CC1=C(C(CCC1)(C)C)C=CC(=CC=CC(=CC(=O)O)C)C. Drug 2: C1C(C(OC1N2C=NC3=C2NC=NCC3O)CO)O. Cell line: MOLT-4. Synergy scores: CSS=5.74, Synergy_ZIP=-1.64, Synergy_Bliss=-1.69, Synergy_Loewe=1.46, Synergy_HSA=-1.00.